Dataset: Full USPTO retrosynthesis dataset with 1.9M reactions from patents (1976-2016). Task: Predict the reactants needed to synthesize the given product. Given the product [CH:2]([C:6]1[CH:11]=[C:10]([O:12][CH3:13])[N:9]=[CH:8][C:7]=1[O:14][CH2:15][C:16]1[C:17]([C:22]([O:24][CH3:29])=[O:23])=[N:18][CH:19]=[CH:20][CH:21]=1)=[O:3], predict the reactants needed to synthesize it. The reactants are: O1CC[O:3][CH:2]1[C:6]1[CH:11]=[C:10]([O:12][CH3:13])[N:9]=[CH:8][C:7]=1[O:14][CH2:15][C:16]1[C:17]([C:22]([OH:24])=[O:23])=[N:18][CH:19]=[CH:20][CH:21]=1.O=S(Cl)Cl.[CH3:29]O.